From a dataset of NCI-60 drug combinations with 297,098 pairs across 59 cell lines. Regression. Given two drug SMILES strings and cell line genomic features, predict the synergy score measuring deviation from expected non-interaction effect. Drug 1: C1=CC(=CC=C1CCC2=CNC3=C2C(=O)NC(=N3)N)C(=O)NC(CCC(=O)O)C(=O)O. Drug 2: C(CCl)NC(=O)N(CCCl)N=O. Cell line: NCI-H322M. Synergy scores: CSS=22.8, Synergy_ZIP=7.77, Synergy_Bliss=15.4, Synergy_Loewe=-5.67, Synergy_HSA=9.70.